Dataset: Reaction yield outcomes from USPTO patents with 853,638 reactions. Task: Predict the reaction yield, written as a fraction of the theoretical maximum amount of product (1.0 means a 100% yield; for example, 0.34 means a 34% yield). The reactants are [NH2:1][C:2]1[CH:3]=[C:4]([C:8]([C:10]2[C:18]3[CH:17]=[N:16][C:15]([NH:19]CC4C=CC(OC)=CC=4)=[N:14][C:13]=3[N:12]([C:29]34[CH2:33][CH:31]([CH2:32]3)[CH2:30]4)[CH:11]=2)=[O:9])[CH:5]=[N:6][CH:7]=1.[F:34][C:35]1[CH:36]=[CH:37][C:38]([CH2:41][C:42]([OH:44])=O)=[N:39][CH:40]=1.CCCP(O)(O)=O. The catalyst is C1COCC1. The product is [NH2:19][C:15]1[N:16]=[CH:17][C:18]2[C:10]([C:8]([C:4]3[CH:3]=[C:2]([NH:1][C:42](=[O:44])[CH2:41][C:38]4[CH:37]=[CH:36][C:35]([F:34])=[CH:40][N:39]=4)[CH:7]=[N:6][CH:5]=3)=[O:9])=[CH:11][N:12]([C:29]34[CH2:32][CH:31]([CH2:33]3)[CH2:30]4)[C:13]=2[N:14]=1. The yield is 0.310.